Dataset: TCR-epitope binding with 47,182 pairs between 192 epitopes and 23,139 TCRs. Task: Binary Classification. Given a T-cell receptor sequence (or CDR3 region) and an epitope sequence, predict whether binding occurs between them. (1) The epitope is KLPDDFTGCV. The TCR CDR3 sequence is CASSYSIRDGAYSGLNSPLHF. Result: 1 (the TCR binds to the epitope). (2) The epitope is LLWNGPMAV. The TCR CDR3 sequence is CAISGGSGDNEQFF. Result: 0 (the TCR does not bind to the epitope). (3) The epitope is KLMNIQQKL. The TCR CDR3 sequence is CASSKPGLTDTQYF. Result: 0 (the TCR does not bind to the epitope). (4) The epitope is TVYDPLQPELDSFK. The TCR CDR3 sequence is CASSFGGNTEAFF. Result: 0 (the TCR does not bind to the epitope). (5) The epitope is VVYRGTTTY. The TCR CDR3 sequence is CASRGLAGGDTQYF. Result: 0 (the TCR does not bind to the epitope). (6) The epitope is ILGLPTQTV. The TCR CDR3 sequence is CASSQRQGGQPQHF. Result: 1 (the TCR binds to the epitope).